The task is: Binary Classification. Given a miRNA mature sequence and a target amino acid sequence, predict their likelihood of interaction.. This data is from Experimentally validated miRNA-target interactions with 360,000+ pairs, plus equal number of negative samples. The miRNA is hsa-miR-3187-5p with sequence CCUGGGCAGCGUGUGGCUGAAGG. The protein sequence of the target gene is MSFVAGVIRRLDETVVNRIAAGEVIQRPANAIKEMIENCLDAKSTSIQVIVKEGGLKLIQIQDNGTGIRKEDLDIVCERFTTSKLQSFEDLASISTYGFRGEALASISHVAHVTITTKTADGKCAYRASYSDGKLKAPPKPCAGNQGTQITVEDLFYNIATRRKALKNPSEEYGKILEVVGRYSVHNAGISFSVKKQGETVADVRTLPNASTVDNIRSIFGNAVSRELIEIGCEDKTLAFKMNGYISNANYSVKKCIFLLFINHRLVESTSLRKAIETVYAAYLPKNTHPFLYLSLEISP.... Result: 1 (interaction).